From a dataset of Retrosynthesis with 50K atom-mapped reactions and 10 reaction types from USPTO. Predict the reactants needed to synthesize the given product. (1) Given the product CC(C)(OC(=O)[C@@H]1CCCN1C(=O)OCC1c2ccccc2-c2ccccc21)C(=O)O, predict the reactants needed to synthesize it. The reactants are: CC(C)(O)C(=O)O.O=C(O)[C@@H]1CCCN1C(=O)OCC1c2ccccc2-c2ccccc21. (2) Given the product O=C(NCC(=O)N1CC(Oc2cc(F)cc(C(F)(F)F)c2)C1)c1cc(-c2ccccc2)[nH]n1, predict the reactants needed to synthesize it. The reactants are: Fc1cc(OC2CNC2)cc(C(F)(F)F)c1.O=C(O)CNC(=O)c1cc(-c2ccccc2)[nH]n1.